Dataset: Catalyst prediction with 721,799 reactions and 888 catalyst types from USPTO. Task: Predict which catalyst facilitates the given reaction. (1) Reactant: [NH2:1][C:2]1([C:7]([NH:9][C@H:10]2[CH2:15][CH2:14][C@@H:13]([N:16]3[C:21](=[O:22])[C:20]4[CH:23]=[C:24]([F:27])[CH:25]=[N:26][C:19]=4[N:18]([C:28]4[CH:29]=[C:30]([C:34]5[CH:39]=[CH:38][CH:37]=[CH:36][C:35]=5[CH2:40][N:41]5[CH2:46][CH2:45][O:44][CH2:43][CH2:42]5)[CH:31]=[CH:32][CH:33]=4)[C:17]3=[O:47])[CH2:12][CH2:11]2)=[O:8])[CH2:6][CH2:5][CH2:4][CH2:3]1.[CH3:48][CH2:49][CH:50]=O.C(O[BH-](OC(=O)C)OC(=O)C)(=O)C.[Na+]. Product: [F:27][C:24]1[CH:25]=[N:26][C:19]2[N:18]([C:28]3[CH:29]=[C:30]([C:34]4[CH:39]=[CH:38][CH:37]=[CH:36][C:35]=4[CH2:40][N:41]4[CH2:46][CH2:45][O:44][CH2:43][CH2:42]4)[CH:31]=[CH:32][CH:33]=3)[C:17](=[O:47])[N:16]([C@@H:13]3[CH2:14][CH2:15][C@H:10]([NH:9][C:7]([C:2]4([NH:1][CH2:48][CH2:49][CH3:50])[CH2:6][CH2:5][CH2:4][CH2:3]4)=[O:8])[CH2:11][CH2:12]3)[C:21](=[O:22])[C:20]=2[CH:23]=1. The catalyst class is: 26. (2) Reactant: [Cl:1][C:2]1[N:10]=[CH:9][N:8]=[C:7]2[C:3]=1[N:4]=[CH:5][N:6]2[CH:11]1[CH2:16][CH2:15][CH2:14][CH2:13][O:12]1.[Li+].[CH3:18]C([N-]C(C)C)C.IC. Product: [Cl:1][C:2]1[N:10]=[CH:9][N:8]=[C:7]2[C:3]=1[N:4]=[C:5]([CH3:18])[N:6]2[CH:11]1[CH2:16][CH2:15][CH2:14][CH2:13][O:12]1. The catalyst class is: 1. (3) Reactant: [CH:1]([C:3]1[CH:4]=[CH:5][C:6]([OH:13])=[C:7]([CH:12]=1)[C:8]([O:10][CH3:11])=[O:9])=[O:2].[C:14](=O)([O-])[O-].[K+].[K+].IC.Cl. Product: [CH:1]([C:3]1[CH:4]=[CH:5][C:6]([O:13][CH3:14])=[C:7]([CH:12]=1)[C:8]([O:10][CH3:11])=[O:9])=[O:2]. The catalyst class is: 290. (4) Reactant: [Cl:1][C:2]1[CH:3]=[C:4]([O:24][CH3:25])[C:5]([O:22][CH3:23])=[C:6]([CH:8]([NH:10][C:11]2[CH:16]=[C:15](F)[CH:14]=[CH:13][C:12]=2[S:18]([CH3:21])(=[O:20])=[O:19])[CH3:9])[CH:7]=1.[NH:26]1[CH2:31][CH2:30][NH:29][CH2:28][CH2:27]1.C(N(CC)C(C)C)(C)C. Product: [Cl:1][C:2]1[CH:3]=[C:4]([O:24][CH3:25])[C:5]([O:22][CH3:23])=[C:6]([CH:8]([NH:10][C:11]2[CH:16]=[C:15]([N:26]3[CH2:31][CH2:30][NH:29][CH2:28][CH2:27]3)[CH:14]=[CH:13][C:12]=2[S:18]([CH3:21])(=[O:20])=[O:19])[CH3:9])[CH:7]=1. The catalyst class is: 10.